Dataset: NCI-60 drug combinations with 297,098 pairs across 59 cell lines. Task: Regression. Given two drug SMILES strings and cell line genomic features, predict the synergy score measuring deviation from expected non-interaction effect. (1) Drug 1: CC1C(C(=O)NC(C(=O)N2CCCC2C(=O)N(CC(=O)N(C(C(=O)O1)C(C)C)C)C)C(C)C)NC(=O)C3=C4C(=C(C=C3)C)OC5=C(C(=O)C(=C(C5=N4)C(=O)NC6C(OC(=O)C(N(C(=O)CN(C(=O)C7CCCN7C(=O)C(NC6=O)C(C)C)C)C)C(C)C)C)N)C. Drug 2: N.N.Cl[Pt+2]Cl. Cell line: MALME-3M. Synergy scores: CSS=57.9, Synergy_ZIP=-2.78, Synergy_Bliss=0.292, Synergy_Loewe=0.279, Synergy_HSA=2.75. (2) Drug 2: CC(C)CN1C=NC2=C1C3=CC=CC=C3N=C2N. Cell line: KM12. Drug 1: CNC(=O)C1=NC=CC(=C1)OC2=CC=C(C=C2)NC(=O)NC3=CC(=C(C=C3)Cl)C(F)(F)F. Synergy scores: CSS=8.33, Synergy_ZIP=0.662, Synergy_Bliss=2.32, Synergy_Loewe=2.27, Synergy_HSA=0.411.